This data is from Reaction yield outcomes from USPTO patents with 853,638 reactions. The task is: Predict the reaction yield, written as a fraction of the theoretical maximum amount of product (1.0 means a 100% yield; for example, 0.34 means a 34% yield). (1) The product is [CH3:1][C@@H:2]1[CH2:6][CH2:5][C:4](=[O:16])[CH:3]1[C:10]([O:12][CH2:13][CH3:14])=[O:11]. The yield is 0.960. The reactants are [CH3:1][C@@H:2]1[CH2:6][CH2:5][C:4](=C(C)C)[CH:3]1[C:10]([O:12][CH2:13][CH3:14])=[O:11].C(=O)=[O:16].C(O)(C)C. The catalyst is C(OCC)(=O)C. (2) The reactants are I.[NH2:2][C:3]1[C:4]([C:11]([NH:13][C:14](=[NH:17])SC)=[O:12])=[N:5][C:6]([Cl:10])=[C:7]([NH2:9])[N:8]=1.[OH:18][CH2:19][C:20]1[CH:25]=[CH:24][C:23]([CH2:26][CH2:27][CH2:28][CH2:29][NH2:30])=[CH:22][CH:21]=1. The catalyst is C1COCC1. The yield is 0.980. The product is [ClH:10].[OH:18][CH2:19][C:20]1[CH:25]=[CH:24][C:23]([CH2:26][CH2:27][CH2:28][CH2:29][NH:30][C:14]([NH:13][C:11]([C:4]2[C:3]([NH2:2])=[N:8][C:7]([NH2:9])=[C:6]([Cl:10])[N:5]=2)=[O:12])=[NH:17])=[CH:22][CH:21]=1. (3) The reactants are [NH2:1][C:2]1[N:7]=[CH:6][C:5](/[CH:8]=[CH:9]/[C:10]([N:12]([CH2:14][C:15]2[S:19][C:18]3[CH:20]=[CH:21][CH:22]=[C:23]([F:24])[C:17]=3[C:16]=2[Cl:25])[CH3:13])=[O:11])=[CH:4][CH:3]=1.Cl. The catalyst is C(Cl)Cl.CCOCC. The product is [ClH:25].[NH2:1][C:2]1[N:7]=[CH:6][C:5](/[CH:8]=[CH:9]/[C:10]([N:12]([CH2:14][C:15]2[S:19][C:18]3[CH:20]=[CH:21][CH:22]=[C:23]([F:24])[C:17]=3[C:16]=2[Cl:25])[CH3:13])=[O:11])=[CH:4][CH:3]=1. The yield is 0.980. (4) The reactants are Br[C:2]1[CH:7]=[CH:6][C:5]([Br:8])=[CH:4][CH:3]=1.[NH:9]1[CH2:14][CH2:13][O:12][CH2:11][C:10]1=[O:15].P([O-])([O-])([O-])=O.[K+].[K+].[K+].CNCCNC. The catalyst is O1CCOCC1.[Cu]I. The product is [Br:8][C:5]1[CH:6]=[CH:7][C:2]([N:9]2[CH2:14][CH2:13][O:12][CH2:11][C:10]2=[O:15])=[CH:3][CH:4]=1. The yield is 0.676. (5) The reactants are [C:1](Cl)(=[O:3])[CH3:2].[Br:5][C:6]1[CH:7]=[C:8]([OH:12])[CH:9]=[CH:10][CH:11]=1.N1C=CC=CC=1.O. The catalyst is ClCCl. The product is [C:1]([O:12][C:8]1[CH:9]=[CH:10][CH:11]=[C:6]([Br:5])[CH:7]=1)(=[O:3])[CH3:2]. The yield is 0.960.